This data is from Full USPTO retrosynthesis dataset with 1.9M reactions from patents (1976-2016). The task is: Predict the reactants needed to synthesize the given product. (1) Given the product [ClH:21].[NH2:7][CH2:8][C:9]1[CH:10]=[C:11]2[C:16](=[CH:17][CH:18]=1)[C:15]([NH2:19])=[N:14][CH:13]=[CH:12]2, predict the reactants needed to synthesize it. The reactants are: C(OC(=O)[NH:7][CH2:8][C:9]1[CH:10]=[C:11]2[C:16](=[CH:17][CH:18]=1)[C:15]([NH2:19])=[N:14][CH:13]=[CH:12]2)(C)(C)C.[ClH:21]. (2) Given the product [C:41]([NH:1][C@@H:2]1[C@@H:7]([CH3:8])[CH2:6][C@@H:5]([C:9]2[CH:14]=[CH:13][N:12]=[CH:11][C:10]=2[NH:15][C:16](=[O:32])[C:17]2[CH:22]=[CH:21][C:20]([F:23])=[C:19]([C:24]3[C:29]([F:30])=[CH:28][CH:27]=[CH:26][C:25]=3[F:31])[N:18]=2)[CH2:4][C@H:3]1[NH2:33])(=[O:43])[CH3:42], predict the reactants needed to synthesize it. The reactants are: [NH2:1][C@@H:2]1[C@@H:7]([CH3:8])[CH2:6][C@@H:5]([C:9]2[CH:14]=[CH:13][N:12]=[CH:11][C:10]=2[NH:15][C:16](=[O:32])[C:17]2[CH:22]=[CH:21][C:20]([F:23])=[C:19]([C:24]3[C:29]([F:30])=[CH:28][CH:27]=[CH:26][C:25]=3[F:31])[N:18]=2)[CH2:4][C@H:3]1[NH:33]C(=O)OC(C)(C)C.[C:41](OC(=O)C)(=[O:43])[CH3:42]. (3) Given the product [F:12][C:13]([F:24])([F:23])[C:14]1[CH:19]=[CH:18][C:17]([C:2]2[CH:7]=[CH:6][C:5]([CH2:8][C:9]([OH:11])=[O:10])=[CH:4][CH:3]=2)=[CH:16][CH:15]=1, predict the reactants needed to synthesize it. The reactants are: Br[C:2]1[CH:7]=[CH:6][C:5]([CH2:8][C:9]([OH:11])=[O:10])=[CH:4][CH:3]=1.[F:12][C:13]([F:24])([F:23])[C:14]1[CH:19]=[CH:18][C:17](B(O)O)=[CH:16][CH:15]=1.C(=O)([O-])[O-].[Na+].[Na+].CC(O)C.O. (4) The reactants are: [F:1][C:2]1[CH:7]=[CH:6][C:5]([C@@H:8]([OH:30])[CH2:9][CH2:10][C@@H:11]2[C@@H:14]([C:15]3[CH:20]=[CH:19][C:18]([I:21])=[CH:17][CH:16]=3)[N:13]([C:22]3[CH:27]=[CH:26][C:25]([OH:28])=[CH:24][CH:23]=3)[C:12]2=[O:29])=[CH:4][CH:3]=1.C1C=CC(N([S:38]([C:41]([F:44])([F:43])[F:42])(=[O:40])=[O:39])[S:38]([C:41]([F:44])([F:43])[F:42])(=[O:40])=[O:39])=CC=1.C(N(CC)CC)C. Given the product [F:42][C:41]([F:44])([F:43])[S:38]([O:28][C:25]1[CH:24]=[CH:23][C:22]([N:13]2[C:12](=[O:29])[C@H:11]([CH2:10][CH2:9][C@@H:8]([C:5]3[CH:6]=[CH:7][C:2]([F:1])=[CH:3][CH:4]=3)[OH:30])[C@H:14]2[C:15]2[CH:20]=[CH:19][C:18]([I:21])=[CH:17][CH:16]=2)=[CH:27][CH:26]=1)(=[O:40])=[O:39], predict the reactants needed to synthesize it. (5) Given the product [ClH:26].[CH3:8][O:7][C:6](=[O:22])[C@@H:5]([CH2:9][OH:10])[NH2:4], predict the reactants needed to synthesize it. The reactants are: CC([NH:4][C@@H:5]([C:9](NCC1C=CC=CC=1)=[O:10])[CH2:6][O:7][CH3:8])=O.N[C@@H](C(O)=O)C[OH:22].[ClH:26]. (6) Given the product [CH2:35]([O:34][C:32](=[O:33])[C:31]([CH3:38])([CH3:37])[CH2:30][NH:29][C:6]([C:8]1[N:9]=[C:10]([C:27]#[N:28])[C:11]2[C:16]([C:17]=1[OH:18])=[CH:15][CH:14]=[C:13]([O:19][C:20]1[CH:25]=[CH:24][C:23]([CH3:26])=[CH:22][CH:21]=1)[CH:12]=2)=[O:7])[CH3:36], predict the reactants needed to synthesize it. The reactants are: C(O[C:6]([C:8]1[N:9]=[C:10]([C:27]#[N:28])[C:11]2[C:16]([C:17]=1[OH:18])=[CH:15][CH:14]=[C:13]([O:19][C:20]1[CH:25]=[CH:24][C:23]([CH3:26])=[CH:22][CH:21]=1)[CH:12]=2)=[O:7])CCC.[NH2:29][CH2:30][C:31]([CH3:38])([CH3:37])[C:32]([O:34][CH2:35][CH3:36])=[O:33].